Dataset: Reaction yield outcomes from USPTO patents with 853,638 reactions. Task: Predict the reaction yield, written as a fraction of the theoretical maximum amount of product (1.0 means a 100% yield; for example, 0.34 means a 34% yield). (1) The catalyst is C(O)(C)C. The product is [C:1]([C:5]1[CH:10]=[CH:9][C:8]([C:11]2[S:15][CH:14]=[C:13]([C:16](=[N:18][NH:19][C:20]([NH:22][C:23]3[CH:32]=[CH:31][C:26]([C:27]([OH:29])=[O:28])=[C:25]([Cl:33])[CH:24]=3)=[S:21])[CH3:17])[C:12]=2[OH:34])=[CH:7][CH:6]=1)([CH3:2])([CH3:3])[CH3:4]. The reactants are [C:1]([C:5]1[CH:10]=[CH:9][C:8]([C:11]2[S:15][CH:14]=[C:13]([C:16](=[N:18][NH:19][C:20]([NH:22][C:23]3[CH:32]=[CH:31][C:26]([C:27]([O:29]C)=[O:28])=[C:25]([Cl:33])[CH:24]=3)=[S:21])[CH3:17])[C:12]=2[OH:34])=[CH:7][CH:6]=1)([CH3:4])([CH3:3])[CH3:2].[OH-].[Na+].Cl. The yield is 0.250. (2) The reactants are [Cl:1][C:2]1[N:3]([C@@H:15]2[O:21][C@H:20]([CH2:22][OH:23])[C@@H:18]([OH:19])[C@H:16]2[OH:17])[C:4]2[C:9]([C:10]=1[CH:11]=O)=[CH:8][C:7]([Cl:13])=[C:6]([Cl:14])[CH:5]=2.[NH:24]([C:26]([O:28][CH3:29])=[O:27])[NH2:25].O. The catalyst is CO. The product is [Cl:1][CH:2]1[C:10](=[C:11]=[N:25][NH:24][C:26]([O:28][CH3:29])=[O:27])[C:9]2[C:4](=[CH:5][C:6]([Cl:14])=[C:7]([Cl:13])[CH:8]=2)[N:3]1[C@@H:15]1[O:21][C@H:20]([CH2:22][OH:23])[C@@H:18]([OH:19])[C@H:16]1[OH:17]. The yield is 0.850. (3) The reactants are [NH2:1][C:2]1[C:7]([N+:8]([O-])=O)=[C:6]([N:11]2[CH2:16][CH2:15][N:14]([CH2:17][C:18]([NH:20][C:21]3[S:22][CH:23]=[CH:24][N:25]=3)=[O:19])[CH2:13][CH2:12]2)[C:5]([Br:26])=[CH:4][N:3]=1.[CH:27]([C:29]1[CH:30]=[C:31]([CH:41]=[CH:42][CH:43]=1)[CH2:32][NH:33][C:34](=[O:40])[O:35][C:36]([CH3:39])([CH3:38])[CH3:37])=O.[O-]S(S([O-])=O)=O.[Na+].[Na+]. The catalyst is C(O)C. The product is [C:36]([O:35][C:34](=[O:40])[NH:33][CH2:32][C:31]1[CH:41]=[CH:42][CH:43]=[C:29]([C:27]2[NH:1][C:2]3=[N:3][CH:4]=[C:5]([Br:26])[C:6]([N:11]4[CH2:16][CH2:15][N:14]([CH2:17][C:18](=[O:19])[NH:20][C:21]5[S:22][CH:23]=[CH:24][N:25]=5)[CH2:13][CH2:12]4)=[C:7]3[N:8]=2)[CH:30]=1)([CH3:39])([CH3:38])[CH3:37]. The yield is 0.270. (4) The reactants are [C:1]([O:5][C:6]([N:8]1[CH2:13][CH2:12][N:11]([C:14]2[CH:19]=[CH:18][CH:17]=[C:16]([NH:20][C:21](=O)[C:22]3[CH:27]=[CH:26][CH:25]=[CH:24][C:23]=3[F:28])[C:15]=2[C:30]#[N:31])[CH2:10][CH2:9]1)=[O:7])([CH3:4])([CH3:3])[CH3:2].CSC. No catalyst specified. The product is [C:1]([O:5][C:6]([N:8]1[CH2:13][CH2:12][N:11]([C:14]2[CH:19]=[CH:18][CH:17]=[C:16]([NH:20][CH2:21][C:22]3[CH:27]=[CH:26][CH:25]=[CH:24][C:23]=3[F:28])[C:15]=2[CH2:30][NH2:31])[CH2:10][CH2:9]1)=[O:7])([CH3:4])([CH3:2])[CH3:3]. The yield is 0.670. (5) No catalyst specified. The yield is 0.710. The reactants are [CH:1]1([NH:4][C:5]([C:7]2[CH:12]=[CH:11][C:10](B(O)O)=[CH:9][CH:8]=2)=[O:6])[CH2:3][CH2:2]1.[NH2:16][C:17]1[N:18]=[C:19]([N:28]2[CH2:33][CH2:32][N:31]([C:34](=[O:44])[CH2:35][O:36][C:37]3[CH:42]=[CH:41][C:40]([Cl:43])=[CH:39][CH:38]=3)[CH2:30][CH2:29]2)[C:20]2[N:26]=[C:25](Cl)[CH:24]=[CH:23][C:21]=2[N:22]=1. The product is [NH2:16][C:17]1[N:18]=[C:19]([N:28]2[CH2:29][CH2:30][N:31]([C:34](=[O:44])[CH2:35][O:36][C:37]3[CH:42]=[CH:41][C:40]([Cl:43])=[CH:39][CH:38]=3)[CH2:32][CH2:33]2)[C:20]2[N:26]=[C:25]([C:10]3[CH:11]=[CH:12][C:7]([C:5]([NH:4][CH:1]4[CH2:3][CH2:2]4)=[O:6])=[CH:8][CH:9]=3)[CH:24]=[CH:23][C:21]=2[N:22]=1. (6) The reactants are [CH3:1][S:2]([C:5]1[CH:10]=[CH:9][C:8]([N:11]2[CH:16]=[CH:15][C:14]([O:17][CH:18]3[CH2:23][CH2:22][N:21]([C:24]([O:26][C:27]4[CH:32]=[CH:31][C:30](Br)=[CH:29][C:28]=4[CH3:34])=[O:25])[CH2:20][CH2:19]3)=[CH:13][C:12]2=[O:35])=[CH:7][CH:6]=1)(=[O:4])=[O:3].[CH:36](/B(O)O)=[CH:37]/[CH3:38].C(=O)([O-])[O-].[Cs+].[Cs+]. The catalyst is CN(C=O)C.O. The product is [CH3:1][S:2]([C:5]1[CH:10]=[CH:9][C:8]([N:11]2[CH:16]=[CH:15][C:14]([O:17][CH:18]3[CH2:23][CH2:22][N:21]([C:24]([O:26][C:27]4[CH:32]=[CH:31][C:30](/[CH:36]=[CH:37]\[CH3:38])=[CH:29][C:28]=4[CH3:34])=[O:25])[CH2:20][CH2:19]3)=[CH:13][C:12]2=[O:35])=[CH:7][CH:6]=1)(=[O:4])=[O:3]. The yield is 0.720.